Predict the reaction yield, written as a fraction of the theoretical maximum amount of product (1.0 means a 100% yield; for example, 0.34 means a 34% yield). From a dataset of Reaction yield outcomes from USPTO patents with 853,638 reactions. The reactants are [N:1]1[CH:6]=[CH:5][CH:4]=[CH:3][C:2]=1[CH2:7][NH:8][CH2:9][C:10]1[CH:15]=[CH:14][C:13](/[CH:16]=[CH:17]/[CH:18]([C:23]2[CH:28]=[C:27]([Cl:29])[C:26]([Cl:30])=[C:25]([Cl:31])[CH:24]=2)[C:19]([F:22])([F:21])[F:20])=[CH:12][C:11]=1[C:32]([F:35])([F:34])[F:33].[CH:36]1([C:39](Cl)=[O:40])[CH2:38][CH2:37]1. The catalyst is C(Cl)Cl. The product is [N:1]1[CH:6]=[CH:5][CH:4]=[CH:3][C:2]=1[CH2:7][N:8]([CH2:9][C:10]1[CH:15]=[CH:14][C:13](/[CH:16]=[CH:17]/[CH:18]([C:23]2[CH:28]=[C:27]([Cl:29])[C:26]([Cl:30])=[C:25]([Cl:31])[CH:24]=2)[C:19]([F:22])([F:21])[F:20])=[CH:12][C:11]=1[C:32]([F:35])([F:34])[F:33])[C:39]([CH:36]1[CH2:38][CH2:37]1)=[O:40]. The yield is 0.500.